From a dataset of Catalyst prediction with 721,799 reactions and 888 catalyst types from USPTO. Predict which catalyst facilitates the given reaction. (1) Product: [CH:22]([C:19]1[CH:18]=[CH:17][C:16]([O:15][CH:9]([CH2:8][C:5]2[CH:6]=[CH:7][C:2]([O:1][CH2:26][CH2:27][O:28][CH:29]3[CH2:34][CH2:33][CH2:32][CH2:31][O:30]3)=[CH:3][CH:4]=2)[C:10]([O:12][CH2:13][CH3:14])=[O:11])=[CH:21][CH:20]=1)([CH3:23])[CH3:24]. Reactant: [OH:1][C:2]1[CH:7]=[CH:6][C:5]([CH2:8][CH:9]([O:15][C:16]2[CH:21]=[CH:20][C:19]([CH:22]([CH3:24])[CH3:23])=[CH:18][CH:17]=2)[C:10]([O:12][CH2:13][CH3:14])=[O:11])=[CH:4][CH:3]=1.Br[CH2:26][CH2:27][O:28][CH:29]1[CH2:34][CH2:33][CH2:32][CH2:31][O:30]1.C(=O)([O-])[O-].[K+].[K+]. The catalyst class is: 9. (2) Reactant: Cl[C:2]1[NH:11][C:10](=[O:12])[C:9]2[C:4](=[CH:5][C:6]([O:15][CH3:16])=[C:7]([O:13][CH3:14])[CH:8]=2)[N:3]=1.[CH3:17][N:18]1[CH2:23][CH2:22][N:21]([S:24]([C:27]2[CH:36]=[CH:35][CH:34]=[C:33]3[C:28]=2[CH2:29][CH2:30][NH:31][CH2:32]3)(=[O:26])=[O:25])[CH2:20][CH2:19]1.C(N(CC)CC)C. Product: [CH3:14][O:13][C:7]1[CH:8]=[C:9]2[C:4](=[CH:5][C:6]=1[O:15][CH3:16])[N:3]=[C:2]([N:31]1[CH2:30][CH2:29][C:28]3[C:33](=[CH:34][CH:35]=[CH:36][C:27]=3[S:24]([N:21]3[CH2:20][CH2:19][N:18]([CH3:17])[CH2:23][CH2:22]3)(=[O:26])=[O:25])[CH2:32]1)[NH:11][C:10]2=[O:12]. The catalyst class is: 58. (3) Reactant: Cl[C:2]1[N:7]=[CH:6][N:5]=[C:4]([O:8][C:9]2[CH:18]=[C:17]3[C:12]([CH:13]=[CH:14][CH:15]=[N:16]3)=[CH:11][CH:10]=2)[CH:3]=1.CO[CH2:21][CH2:22]OC.C(=O)([O-])[O-].[Na+].[Na+]. Product: [N:5]1[CH:22]=[CH:21][CH:2]=[C:3]([C:2]2[N:7]=[CH:6][N:5]=[C:4]([O:8][C:9]3[CH:18]=[C:17]4[C:12]([CH:13]=[CH:14][CH:15]=[N:16]4)=[CH:11][CH:10]=3)[CH:3]=2)[CH:4]=1. The catalyst class is: 74.